Dataset: Full USPTO retrosynthesis dataset with 1.9M reactions from patents (1976-2016). Task: Predict the reactants needed to synthesize the given product. (1) The reactants are: Cl.[N:2]1([C:12]([O:14][C:15]([CH3:18])([CH3:17])[CH3:16])=[O:13])[CH2:7][CH2:6][NH:5][CH:4]([C:8]([O:10][CH3:11])=[O:9])[CH2:3]1.C(N(CC)CC)C.[CH:26]1([C:29](Cl)=[O:30])[CH2:28][CH2:27]1. Given the product [CH:26]1([C:29]([N:5]2[CH2:6][CH2:7][N:2]([C:12]([O:14][C:15]([CH3:18])([CH3:17])[CH3:16])=[O:13])[CH2:3][CH:4]2[C:8]([O:10][CH3:11])=[O:9])=[O:30])[CH2:28][CH2:27]1, predict the reactants needed to synthesize it. (2) Given the product [Cl:39][C:23]1[S:22][C:21]([C:18]2[CH:19]=[CH:20][C:15]([C:12]3[CH:13]=[CH:14][C:9]([C:6]4([C:4]([OH:5])=[O:3])[CH2:7][CH2:8]4)=[CH:10][CH:11]=3)=[C:16]([O:40][CH3:41])[CH:17]=2)=[C:25]([NH:26][C:27]([O:29][C@@H:30]([C:32]2[CH:37]=[CH:36][C:35]([F:38])=[CH:34][CH:33]=2)[CH3:31])=[O:28])[CH:24]=1, predict the reactants needed to synthesize it. The reactants are: C([O:3][C:4]([C:6]1([C:9]2[CH:14]=[CH:13][C:12]([C:15]3[CH:20]=[CH:19][C:18]([C:21]4[S:22][C:23]([Cl:39])=[CH:24][C:25]=4[NH:26][C:27]([O:29][C@@H:30]([C:32]4[CH:37]=[CH:36][C:35]([F:38])=[CH:34][CH:33]=4)[CH3:31])=[O:28])=[CH:17][C:16]=3[O:40][CH3:41])=[CH:11][CH:10]=2)[CH2:8][CH2:7]1)=[O:5])C.[OH-].[Na+].O1CCCC1.Cl. (3) The reactants are: [CH2:1]([N:3]([C:29](=O)[C:30]1[CH:35]=[CH:34][C:33]([OH:36])=[CH:32][CH:31]=1)[C:4]1[CH:9]=[C:8]([O:10][CH3:11])[CH:7]=[CH:6][C:5]=1[CH:12]1[CH2:21][CH2:20][C:19]2[CH:18]=[C:17]([O:22]C(=O)C(C)(C)C)[CH:16]=[CH:15][C:14]=2[CH2:13]1)[CH3:2].Cl[CH2:39][C:40]([N:42]1[CH2:47][CH2:46][N:45]([CH2:48][CH3:49])[CH2:44][CH2:43]1)=O. Given the product [CH2:1]([N:3]([CH2:29][C:30]1[CH:31]=[CH:32][C:33]([O:36][CH2:39][CH2:40][N:42]2[CH2:47][CH2:46][N:45]([CH2:48][CH3:49])[CH2:44][CH2:43]2)=[CH:34][CH:35]=1)[C:4]1[CH:9]=[C:8]([O:10][CH3:11])[CH:7]=[CH:6][C:5]=1[CH:12]1[CH2:21][CH2:20][C:19]2[CH:18]=[C:17]([OH:22])[CH:16]=[CH:15][C:14]=2[CH2:13]1)[CH3:2], predict the reactants needed to synthesize it. (4) Given the product [NH3:6].[CH3:16][O:15][C:3]1[C:4](=[O:5])[N:6]([C:9]2[CH:10]=[CH:11][CH:12]=[CH:13][CH:14]=2)[N:7]([CH3:8])[C:2]=1[CH3:1], predict the reactants needed to synthesize it. The reactants are: [CH3:1][C:2]1[N:7]([CH3:8])[N:6]([C:9]2[CH:14]=[CH:13][CH:12]=[CH:11][CH:10]=2)[C:4](=[O:5])[C:3]=1[OH:15].[C:16]([O-])([O-])=O.[K+].[K+].IC. (5) Given the product [Cl:20][C:15]1[CH:14]=[C:13]([C:8]2([CH2:9][O:10][CH3:11])[O:12][CH2:2][C:3](=[O:4])[NH:5][CH2:6][CH2:7]2)[CH:18]=[CH:17][C:16]=1[Cl:19], predict the reactants needed to synthesize it. The reactants are: Cl[CH2:2][C:3]([NH:5][CH2:6][CH2:7][C:8]([C:13]1[CH:18]=[CH:17][C:16]([Cl:19])=[C:15]([Cl:20])[CH:14]=1)([OH:12])[CH2:9][O:10][CH3:11])=[O:4].CC(C)([O-])C.[Na+]. (6) Given the product [C:18]([NH:22][C:15]([C:7]1[CH:6]=[CH:5][C:4]([CH:1]2[CH2:2][CH2:3]2)=[C:9]([O:10][CH2:11][CH:12]2[CH2:13][CH2:14]2)[N:8]=1)=[O:17])([CH3:21])([CH3:20])[CH3:19], predict the reactants needed to synthesize it. The reactants are: [CH:1]1([C:4]2[CH:5]=[CH:6][C:7]([C:15]([OH:17])=O)=[N:8][C:9]=2[O:10][CH2:11][CH:12]2[CH2:14][CH2:13]2)[CH2:3][CH2:2]1.[C:18]([NH2:22])([CH3:21])([CH3:20])[CH3:19]. (7) Given the product [Cl:1][C:21]1[C:22]2[N:23]=[CH:24][C:15]([O:14][CH3:13])=[CH:16][C:17]=2[N:18]=[CH:19][N:20]=1, predict the reactants needed to synthesize it. The reactants are: [Cl:1]C1C=C(OC)C(C(O)=O)=NC=1.[CH3:13][O:14][C:15]1[CH:24]=[N:23][C:22]2[C:21](=O)[N:20]=[CH:19][NH:18][C:17]=2[CH:16]=1. (8) The reactants are: [Cl:1][C:2]1[S:6][C:5]([C:7]([NH:9][CH2:10][C@@H:11]2[O:15][C:14](=[O:16])[N:13]([C:17]3[CH:22]=[CH:21][C:20]([N:23]4[CH2:28][CH2:27][O:26][CH2:25][C:24]4=[O:29])=[CH:19][CH:18]=3)[CH2:12]2)=[O:8])=[CH:4][CH:3]=1.[OH2:30].Cl(O)(=O)(=O)=O. Given the product [ClH:1].[NH2:9][CH2:10][CH2:11][O:30][CH2:5][C:7]([N:9]([CH2:10][C@@H:11]1[O:15][C:14](=[O:16])[N:13]([C:17]2[CH:18]=[CH:19][C:20]([N:23]3[CH2:28][CH2:27][O:26][CH2:25][C:24]3=[O:29])=[CH:21][CH:22]=2)[CH2:12]1)[C:7]([C:5]1[S:6][C:2]([Cl:1])=[CH:3][CH:4]=1)=[O:8])=[O:8], predict the reactants needed to synthesize it.